Dataset: Choline transporter screen with 302,306 compounds. Task: Binary Classification. Given a drug SMILES string, predict its activity (active/inactive) in a high-throughput screening assay against a specified biological target. (1) The drug is S\1C(=S)N(CC2OCCC2)C(=O)C1=C\c1cc(OCC)c(O)cc1. The result is 0 (inactive). (2) The molecule is Clc1n(nc(c1/C=C\C(OCC(=O)Nc1c([N+]([O-])=O)cccc1)=O)C)C1CS(=O)(=O)CC1. The result is 0 (inactive). (3) The drug is S=C(NCc1cccnc1)Nc1ccc(OC(F)F)cc1. The result is 0 (inactive). (4) The molecule is Clc1c(Oc2ccc(OC)cc2)c(=O)n(nc1)c1ccccc1. The result is 1 (active). (5) The molecule is S(=O)(=O)(Nc1cc(c2nc3n(c2)cccn3)ccc1OC)c1ccccc1. The result is 0 (inactive). (6) The compound is S(=O)(=O)(N1CCC(CC1)C(=O)Nc1cc(ccc1)C(OCC)=O)c1sccc1. The result is 0 (inactive).